This data is from Reaction yield outcomes from USPTO patents with 853,638 reactions. The task is: Predict the reaction yield, written as a fraction of the theoretical maximum amount of product (1.0 means a 100% yield; for example, 0.34 means a 34% yield). The reactants are Cl.[O:2]1[CH2:6][CH2:5][C@H:4]([NH2:7])[CH2:3]1.Cl[C:9]1[N:14]=[C:13]([C:15]([F:18])([F:17])[F:16])[C:12]([C:19]([O:21][CH3:22])=[O:20])=[CH:11][N:10]=1.CCN(C(C)C)C(C)C. The catalyst is C1COCC1. The product is [O:2]1[CH2:6][CH2:5][C@H:4]([NH:7][C:9]2[N:14]=[C:13]([C:15]([F:17])([F:18])[F:16])[C:12]([C:19]([O:21][CH3:22])=[O:20])=[CH:11][N:10]=2)[CH2:3]1. The yield is 0.910.